From a dataset of Forward reaction prediction with 1.9M reactions from USPTO patents (1976-2016). Predict the product of the given reaction. (1) Given the reactants Br[C:2]1[CH:31]=[CH:30][CH:29]=[CH:28][C:3]=1[O:4][CH2:5][C:6]1[N:7]([CH2:17][C:18]2[CH:23]=[CH:22][C:21]([O:24][CH3:25])=[CH:20][C:19]=2[O:26][CH3:27])[C:8](=[O:16])[C:9]2[CH:15]=[CH:14][N:13]=[CH:12][C:10]=2[N:11]=1.[N:32]1[CH:37]=[CH:36][C:35](B(O)O)=[CH:34][CH:33]=1.P([O-])([O-])([O-])=O.[K+].[K+].[K+], predict the reaction product. The product is: [CH3:27][O:26][C:19]1[CH:20]=[C:21]([O:24][CH3:25])[CH:22]=[CH:23][C:18]=1[CH2:17][N:7]1[C:8](=[O:16])[C:9]2[CH:15]=[CH:14][N:13]=[CH:12][C:10]=2[N:11]=[C:6]1[CH2:5][O:4][C:3]1[CH:28]=[CH:29][CH:30]=[CH:31][C:2]=1[C:35]1[CH:36]=[CH:37][N:32]=[CH:33][CH:34]=1. (2) Given the reactants [CH3:1][C:2]1[C:3](=[O:22])[N:4]([CH2:10][CH2:11][C:12]2[CH:21]=[CH:20][C:15]([C:16]([O:18][CH3:19])=[O:17])=[CH:14][CH:13]=2)[C:5]([CH3:9])=[C:6]([CH3:8])[CH:7]=1.[Br:23]N1C(=O)CCC1=O.O.C(OCC)(=O)C, predict the reaction product. The product is: [Br:23][CH2:9][C:5]1[N:4]([CH2:10][CH2:11][C:12]2[CH:21]=[CH:20][C:15]([C:16]([O:18][CH3:19])=[O:17])=[CH:14][CH:13]=2)[C:3](=[O:22])[C:2]([CH3:1])=[CH:7][C:6]=1[CH3:8].